Dataset: Catalyst prediction with 721,799 reactions and 888 catalyst types from USPTO. Task: Predict which catalyst facilitates the given reaction. (1) Reactant: [Br:1][C:2]1[N:7]=[C:6]([F:8])[C:5]([OH:9])=[CH:4][CH:3]=1.CS(O[CH2:15][CH:16]1[CH2:21][CH2:20][N:19]([C:22]([O:24][CH:25]([CH3:27])[CH3:26])=[O:23])[CH2:18][CH2:17]1)(=O)=O.C([O-])([O-])=O.[K+].[K+]. Product: [Br:1][C:2]1[N:7]=[C:6]([F:8])[C:5]([O:9][CH2:15][CH:16]2[CH2:21][CH2:20][N:19]([C:22]([O:24][CH:25]([CH3:27])[CH3:26])=[O:23])[CH2:18][CH2:17]2)=[CH:4][CH:3]=1. The catalyst class is: 3. (2) Reactant: [Cl:1][CH2:2][C:3]1[CH:12]=[CH:11][C:10]2[C:5](=[CH:6][CH:7]=[CH:8][CH:9]=2)[CH:4]=1.[CH3:13][N:14]([CH2:16][CH2:17][CH2:18][CH2:19][CH2:20][CH2:21][CH2:22][CH2:23][CH2:24][CH2:25][CH2:26][CH2:27][CH2:28][CH2:29][CH2:30][CH2:31][CH2:32][CH3:33])[CH3:15]. Product: [Cl-:1].[CH3:13][N+:14]([CH3:15])([CH2:2][C:3]1[CH:12]=[CH:11][C:10]2[C:5](=[CH:6][CH:7]=[CH:8][CH:9]=2)[CH:4]=1)[CH2:16][CH2:17][CH2:18][CH2:19][CH2:20][CH2:21][CH2:22][CH2:23][CH2:24][CH2:25][CH2:26][CH2:27][CH2:28][CH2:29][CH2:30][CH2:31][CH2:32][CH3:33]. The catalyst class is: 10. (3) Reactant: [NH:1]1[C:9]2[C:4](=[CH:5][CH:6]=[CH:7][CH:8]=2)[C:3]([C:10]([OH:12])=O)=[N:2]1.[CH3:13][NH2+:14][CH3:15].ON1C2C=CC=CC=2N=N1.Cl.C(N=C=NCCCN(C)C)C.O. Product: [CH3:13][N:14]([CH3:15])[C:10]([C:3]1[C:4]2[C:9](=[CH:8][CH:7]=[CH:6][CH:5]=2)[NH:1][N:2]=1)=[O:12]. The catalyst class is: 1.